Task: Predict the product of the given reaction.. Dataset: Forward reaction prediction with 1.9M reactions from USPTO patents (1976-2016) (1) Given the reactants [F:1][C:2]1[CH:7]=[CH:6][C:5]2[O:8][CH2:9][CH:10]3[CH:14]([C:15]4[CH:20]=[CH:19][CH:18]=[CH:17][CH:16]=4)[N:13]([C:21](Cl)=[O:22])[N:12]=[C:11]3[C:4]=2[CH:3]=1.C(N(CC)CC)C.Cl.[CH3:32][NH:33][CH2:34][CH2:35][Cl:36].Cl, predict the reaction product. The product is: [Cl:36][CH2:35][CH2:34][N:33]([CH3:32])[C:21]([N:13]1[CH:14]([C:15]2[CH:16]=[CH:17][CH:18]=[CH:19][CH:20]=2)[CH:10]2[CH2:9][O:8][C:5]3[CH:6]=[CH:7][C:2]([F:1])=[CH:3][C:4]=3[C:11]2=[N:12]1)=[O:22]. (2) Given the reactants [NH2:1][C:2]1[CH:7]=[CH:6][C:5]([C:8]2[CH:13]=[CH:12][N:11]=[C:10]([NH:14][C:15]3[CH:20]=[CH:19][C:18]([N:21]4[CH2:26][CH2:25][O:24][CH2:23][CH2:22]4)=[CH:17][CH:16]=3)[N:9]=2)=[CH:4][CH:3]=1.CCN(C(C)C)C(C)C.C([O:39][C:40]([CH3:45])([CH3:44])[C:41](Cl)=[O:42])(=O)C.O[Li].O, predict the reaction product. The product is: [OH:39][C:40]([CH3:45])([CH3:44])[C:41]([NH:1][C:2]1[CH:7]=[CH:6][C:5]([C:8]2[CH:13]=[CH:12][N:11]=[C:10]([NH:14][C:15]3[CH:16]=[CH:17][C:18]([N:21]4[CH2:22][CH2:23][O:24][CH2:25][CH2:26]4)=[CH:19][CH:20]=3)[N:9]=2)=[CH:4][CH:3]=1)=[O:42]. (3) Given the reactants [Cl:1][C:2]1[N:7]=[C:6](Cl)[CH:5]=[CH:4][N:3]=1.Cl.[CH3:10][O:11][C:12](=[O:22])[CH:13]([CH2:15][C:16]1[CH:21]=[CH:20][CH:19]=[CH:18][CH:17]=1)[NH2:14].C(N(CC)C(C)C)(C)C, predict the reaction product. The product is: [Cl:1][C:2]1[N:7]=[C:6]([NH:14][C@H:13]([C:12]([O:11][CH3:10])=[O:22])[CH2:15][C:16]2[CH:21]=[CH:20][CH:19]=[CH:18][CH:17]=2)[CH:5]=[CH:4][N:3]=1. (4) Given the reactants [NH2:1][CH2:2][CH:3]1[CH2:6][CH:5]([N:7]([CH2:9][C@@H:10]2[C@H:14]3[O:15][C:16]([CH3:19])([CH3:18])[O:17][C@H:13]3[C@H:12]([N:20]3[CH:28]=[N:27][C:26]4[C:21]3=[N:22][CH:23]=[N:24][C:25]=4[NH2:29])[O:11]2)[CH3:8])[CH2:4]1.[C:30]([C:34]1[CH:39]=[CH:38][C:37]([N:40]=[C:41]=[O:42])=[CH:36][CH:35]=1)([CH3:33])([CH3:32])[CH3:31], predict the reaction product. The product is: [NH2:29][C:25]1[N:24]=[CH:23][N:22]=[C:21]2[C:26]=1[N:27]=[CH:28][N:20]2[C@H:12]1[C@@H:13]2[O:17][C:16]([CH3:19])([CH3:18])[O:15][C@@H:14]2[C@@H:10]([CH2:9][N:7]([CH3:8])[CH:5]2[CH2:4][CH:3]([CH2:2][NH:1][C:41]([NH:40][C:37]3[CH:38]=[CH:39][C:34]([C:30]([CH3:33])([CH3:32])[CH3:31])=[CH:35][CH:36]=3)=[O:42])[CH2:6]2)[O:11]1.